Dataset: Reaction yield outcomes from USPTO patents with 853,638 reactions. Task: Predict the reaction yield, written as a fraction of the theoretical maximum amount of product (1.0 means a 100% yield; for example, 0.34 means a 34% yield). The catalyst is CN(C=O)C. The yield is 0.820. The product is [CH3:20][O:21][C:9]1[CH:10]=[C:11]2[C:6]([C:5]3[CH:4]=[C:3]([C:26]([O:29][CH3:30])=[O:28])[CH:2]=[CH:1][C:13]=3[N:12]2[CH2:15][CH2:16][CH2:17][CH2:18][CH3:19])=[CH:7][CH:8]=1. The reactants are [CH:1]1[C:13]2[NH:12][C:11]3[C:6](=[CH:7][CH:8]=[CH:9][CH:10]=3)[C:5]=2[CH:4]=[CH:3][CH:2]=1.Br[CH2:15][CH2:16][CH2:17][CH2:18][CH3:19].[C:20]([O-])([O-])=[O:21].[Cs+].[Cs+].[C:26]([O:29][CH2:30]C)(=[O:28])C.